Task: Predict the reaction yield, written as a fraction of the theoretical maximum amount of product (1.0 means a 100% yield; for example, 0.34 means a 34% yield).. Dataset: Reaction yield outcomes from USPTO patents with 853,638 reactions (1) The reactants are [CH3:1][N:2]1[CH:10]=[C:9]2[C:4]([CH:5]=[CH:6][CH:7]=[C:8]2[C@@H:11]2[CH2:13][C@H:12]2[CH2:14][NH:15][C:16](=[O:18])[CH3:17])=[N:3]1.[Xe](F)[F:20]. The catalyst is C(#N)C.C(=O)([O-])O.[Na+]. The product is [F:20][C:10]1[N:2]([CH3:1])[N:3]=[C:4]2[C:9]=1[C:8]([C@@H:11]1[CH2:13][C@H:12]1[CH2:14][NH:15][C:16](=[O:18])[CH3:17])=[CH:7][CH:6]=[CH:5]2. The yield is 0.0600. (2) The reactants are [NH2:1][CH2:2][CH:3]1[CH2:7][C:6]2[CH:8]=[C:9]([C:13]3[S:17][C:16]([C:18](=[O:20])[CH3:19])=[CH:15][CH:14]=3)[CH:10]=[C:11]([Cl:12])[C:5]=2[O:4]1.CC[N:23]=[C:24]=[N:25][CH2:26][CH2:27][CH2:28]N(C)C.[CH:32]1[CH:33]=[CH:34]C2N(O)N=NC=2[CH:37]=1.CCN(C(C)C)C(C)C.CN(C=[O:55])C. The catalyst is C(Cl)Cl. The product is [C:18]([C:16]1[S:17][C:13]([C:9]2[CH:10]=[C:11]([Cl:12])[C:5]3[O:4][CH:3]([CH2:2][NH:1][C:37](=[O:55])/[CH:32]=[CH:33]/[C:34]4[C:24]([NH2:23])=[N:25][CH:26]=[CH:27][CH:28]=4)[CH2:7][C:6]=3[CH:8]=2)=[CH:14][CH:15]=1)(=[O:20])[CH3:19]. The yield is 0.440. (3) No catalyst specified. The reactants are [Br:1][C:2]1[CH:23]=[C:22]2[C:5]([CH2:6][C:7]3([C:15]42[NH:19][C:18](=S)[C:17]([CH3:21])=[N:16]4)[CH2:12][CH2:11][CH:10]([O:13][CH3:14])[CH2:9][CH2:8]3)=[CH:4][CH:3]=1.[NH3:24]. The yield is 0.820. The product is [Br:1][C:2]1[CH:23]=[C:22]2[C:5]([CH2:6][C:7]3([C:15]42[N:19]=[C:18]([NH2:24])[C:17]([CH3:21])=[N:16]4)[CH2:12][CH2:11][CH:10]([O:13][CH3:14])[CH2:9][CH2:8]3)=[CH:4][CH:3]=1. (4) The reactants are C([N:8]1[C:13](=[O:14])[C:12]2[C:15]([NH:21][C:22]3[CH:27]=[CH:26][C:25]([N+:28]([O-])=O)=[CH:24][C:23]=3[F:31])=[CH:16][C:17](=[O:20])[N:18]([CH3:19])[C:11]=2[N:10]=[CH:9]1)C1C=CC=CC=1.C([O-])=O.[NH4+]. The catalyst is O1CCOCC1.[OH-].[Pd+2].[OH-]. The product is [NH2:28][C:25]1[CH:26]=[CH:27][C:22]([NH:21][C:15]2[C:12]3[C:13](=[O:14])[NH:8][CH:9]=[N:10][C:11]=3[N:18]([CH3:19])[C:17](=[O:20])[CH:16]=2)=[C:23]([F:31])[CH:24]=1. The yield is 0.650.